Dataset: Catalyst prediction with 721,799 reactions and 888 catalyst types from USPTO. Task: Predict which catalyst facilitates the given reaction. Reactant: [Cl:1][C:2]1[S:6][C:5]([C:7]([NH:9][C:10]2[CH:18]=[CH:17][CH:16]=[C:15]3[C:11]=2[C:12](=[O:30])[N:13]([CH2:20][CH2:21][C:22](=[O:29])[N:23]2[CH2:28][CH2:27][NH:26][CH2:25][CH2:24]2)[C:14]3=[O:19])=[O:8])=[CH:4][CH:3]=1.C(N(CC)CC)C.[C:38](OC(=O)C)(=[O:40])[CH3:39]. Product: [C:38]([N:26]1[CH2:25][CH2:24][N:23]([C:22](=[O:29])[CH2:21][CH2:20][N:13]2[C:12](=[O:30])[C:11]3[C:15](=[CH:16][CH:17]=[CH:18][C:10]=3[NH:9][C:7]([C:5]3[S:6][C:2]([Cl:1])=[CH:3][CH:4]=3)=[O:8])[C:14]2=[O:19])[CH2:28][CH2:27]1)(=[O:40])[CH3:39]. The catalyst class is: 76.